Predict the product of the given reaction. From a dataset of Forward reaction prediction with 1.9M reactions from USPTO patents (1976-2016). (1) The product is: [Cl:59][C:60]1[C:61]([CH3:67])=[C:62]([NH:66][C:35]2[CH:40]=[CH:39][C:38]([C:41]([C:43]3[CH:48]=[C:47]([N:49]4[CH:53]=[C:52]([CH2:54][CH2:55][OH:56])[N:51]=[N:50]4)[CH:46]=[CH:45][C:44]=3[CH3:57])=[O:42])=[C:37]([CH3:58])[CH:36]=2)[CH:63]=[CH:64][CH:65]=1. Given the reactants FC1C=C(F)C=CC=1NC1C=CC(C(C2C=C(N3C=C(CCO)N=N3)C=CC=2C)=O)=C(C)C=1.Br[C:35]1[CH:40]=[CH:39][C:38]([C:41]([C:43]2[CH:48]=[C:47]([N:49]3[CH:53]=[C:52]([CH2:54][CH2:55][OH:56])[N:51]=[N:50]3)[CH:46]=[CH:45][C:44]=2[CH3:57])=[O:42])=[C:37]([CH3:58])[CH:36]=1.[Cl:59][C:60]1[C:61]([CH3:67])=[C:62]([NH2:66])[CH:63]=[CH:64][CH:65]=1, predict the reaction product. (2) The product is: [F:22][C:4]1[CH:3]=[C:2]([NH:1][C:25](=[O:26])[CH:24]([CH3:28])[CH3:23])[CH:7]=[CH:6][C:5]=1[N:8]1[CH2:12][CH2:11][C@H:10]([NH:13][C:14](=[O:20])[O:15][C:16]([CH3:18])([CH3:19])[CH3:17])[C:9]1=[O:21]. Given the reactants [NH2:1][C:2]1[CH:7]=[CH:6][C:5]([N:8]2[CH2:12][CH2:11][C@H:10]([NH:13][C:14](=[O:20])[O:15][C:16]([CH3:19])([CH3:18])[CH3:17])[C:9]2=[O:21])=[C:4]([F:22])[CH:3]=1.[CH3:23][CH:24]([CH3:28])[C:25](Cl)=[O:26], predict the reaction product. (3) Given the reactants [CH2:1]([CH:5]1[CH2:13][C:12]2[C:7](=[C:8](Cl)[CH:9]=[CH:10][CH:11]=2)[C:6]1=[O:15])[CH2:2][CH2:3][CH3:4].[C:16]1(B(O)O)[C:25]2[C:20](=[CH:21][CH:22]=[CH:23][CH:24]=2)[CH:19]=[CH:18][CH:17]=1.C(=O)([O-])[O-].[Na+].[Na+].O, predict the reaction product. The product is: [CH2:1]([CH:5]1[CH2:13][C:12]2[C:7](=[C:8]([C:24]3[C:25]4[C:20](=[CH:19][CH:18]=[CH:17][CH:16]=4)[CH:21]=[CH:22][CH:23]=3)[CH:9]=[CH:10][CH:11]=2)[C:6]1=[O:15])[CH2:2][CH2:3][CH3:4]. (4) Given the reactants [Na].[C:2]1([C:11]2[C:6](=[CH:7][CH:8]=[CH:9][CH:10]=2)[CH2:5][O:4]1)=[O:3].[CH3:12][O:13][C:14]1[CH:15]=[C:16]([CH:19]=[CH:20][CH:21]=1)[CH:17]=O.Cl, predict the reaction product. The product is: [CH3:12][O:13][C:14]1[CH:15]=[C:16]([CH:17]2[C:2](=[O:3])[C:11]3[C:6](=[CH:7][CH:8]=[CH:9][CH:10]=3)[C:5]2=[O:4])[CH:19]=[CH:20][CH:21]=1. (5) The product is: [C:25]([C:27]1[CH:28]=[C:29]([CH:33]=[CH:34][CH:35]=1)[C:30]([NH:1][C:2]1[C:3]([CH3:24])=[C:4]([CH:20]=[C:21]([F:23])[CH:22]=1)[CH2:5][N:6]1[CH2:11][CH2:10][N:9]([C:12]([O:14][C:15]([CH3:18])([CH3:17])[CH3:16])=[O:13])[C@@H:8]([CH3:19])[CH2:7]1)=[O:31])#[N:26]. Given the reactants [NH2:1][C:2]1[C:3]([CH3:24])=[C:4]([CH:20]=[C:21]([F:23])[CH:22]=1)[CH2:5][N:6]1[CH2:11][CH2:10][N:9]([C:12]([O:14][C:15]([CH3:18])([CH3:17])[CH3:16])=[O:13])[C@@H:8]([CH3:19])[CH2:7]1.[C:25]([C:27]1[CH:28]=[C:29]([CH:33]=[CH:34][CH:35]=1)[C:30](Cl)=[O:31])#[N:26].CCN(C(C)C)C(C)C, predict the reaction product. (6) Given the reactants [C:1]([SH:9])([C:3]1[CH:8]=[CH:7][CH:6]=[CH:5][CH:4]=1)=[O:2].N1C2C(=CC=C3C=2N=CC=C3)C=CC=1.CCN(C(C)C)C(C)C.I[C:34]1[CH:35]=[C:36]([C:40](=[O:51])[CH2:41][CH2:42][NH:43][C:44](=[O:50])[O:45][C:46]([CH3:49])([CH3:48])[CH3:47])[CH:37]=[CH:38][CH:39]=1, predict the reaction product. The product is: [C:1](=[O:2])([S:9][C:38]1[CH:39]=[CH:34][CH:35]=[C:36]([C:40](=[O:51])[CH2:41][CH2:42][NH:43][C:44]([O:45][C:46]([CH3:48])([CH3:47])[CH3:49])=[O:50])[CH:37]=1)[C:3]1[CH:8]=[CH:7][CH:6]=[CH:5][CH:4]=1. (7) Given the reactants [F:1][C:2]([F:46])([F:45])[C:3]1[CH:4]=[C:5]([CH:38]=[C:39]([C:41]([F:44])([F:43])[F:42])[CH:40]=1)[CH2:6][N:7]([CH2:14][C:15]1[C:16]([CH2:25][CH2:26][NH:27][CH2:28][C@H:29]2[CH2:34][CH2:33][C@H:32]([CH2:35][CH2:36]O)[CH2:31][CH2:30]2)=[N:17][CH:18]=[C:19]([C:21]([F:24])([F:23])[F:22])[CH:20]=1)[C:8]1[N:9]=[N:10][N:11]([CH3:13])[N:12]=1.[C:47]1(=[O:57])[NH:51][C:50](=[O:52])[C:49]2=[CH:53][CH:54]=[CH:55][CH:56]=[C:48]12.C1(P(C2C=CC=CC=2)C2C=CC=CC=2)C=CC=CC=1, predict the reaction product. The product is: [F:44][C:41]([F:42])([F:43])[C:39]1[CH:38]=[C:5]([CH:4]=[C:3]([C:2]([F:46])([F:45])[F:1])[CH:40]=1)[CH2:6][N:7]([CH2:14][C:15]1[C:16]([CH2:25][CH2:26][NH:27][CH2:28][C@H:29]2[CH2:34][CH2:33][C@H:32]([CH2:35][CH2:36][N:51]3[C:47](=[O:57])[C:48]4[C:49](=[CH:53][CH:54]=[CH:55][CH:56]=4)[C:50]3=[O:52])[CH2:31][CH2:30]2)=[N:17][CH:18]=[C:19]([C:21]([F:22])([F:23])[F:24])[CH:20]=1)[C:8]1[N:9]=[N:10][N:11]([CH3:13])[N:12]=1. (8) Given the reactants [N+:1]([C:4]1[CH:5]=[CH:6][C:7]2[N:12]([CH2:13][CH2:14][N:15]3[CH2:19][CH2:18][CH2:17][C@H:16]3[C:20]([O:22][C:23]([CH3:26])([CH3:25])[CH3:24])=[O:21])[CH2:11][CH2:10][S:9][C:8]=2[CH:27]=1)([O-])=O.CCO.I.[S:32]1[CH:36]=[CH:35][CH:34]=[C:33]1[C:37](SC)=[NH:38].N, predict the reaction product. The product is: [C:23]([O:22][C:20]([C@@H:16]1[CH2:17][CH2:18][CH2:19][N:15]1[CH2:14][CH2:13][N:12]1[CH2:11][CH2:10][S:9][C:8]2[CH:27]=[C:4]([NH:1][C:37]([C:33]3[S:32][CH:36]=[CH:35][CH:34]=3)=[NH:38])[CH:5]=[CH:6][C:7]1=2)=[O:21])([CH3:26])([CH3:25])[CH3:24]. (9) Given the reactants CN(C=O)C.CC#N.C(Cl)(=O)C(Cl)=O.[NH:15]1[C:19]([C:20]([O-:22])=O)=[N:18][N:17]=[N:16]1.[K+].[K+].[NH:15]1[C:19]([C:20]([O-:22])=O)=[N:18][N:17]=[N:16]1.[CH2:33]([O:35][C:36](=[O:57])[C@H:37]([OH:56])[CH2:38][N:39]([CH2:41][C:42]1[CH:47]=[CH:46][C:45]([C:48]2[CH:53]=[C:52]([Cl:54])[CH:51]=[CH:50][C:49]=2[F:55])=[CH:44][CH:43]=1)[NH2:40])[CH3:34].N1C=CC=CC=1, predict the reaction product. The product is: [CH2:33]([O:35][C:36](=[O:57])[C@H:37]([OH:56])[CH2:38][N:39]([CH2:41][C:42]1[CH:43]=[CH:44][C:45]([C:48]2[CH:53]=[C:52]([Cl:54])[CH:51]=[CH:50][C:49]=2[F:55])=[CH:46][CH:47]=1)[NH:40][C:20]([C:19]1[NH:18][N:17]=[N:16][N:15]=1)=[O:22])[CH3:34].